From a dataset of Reaction yield outcomes from USPTO patents with 853,638 reactions. Predict the reaction yield, written as a fraction of the theoretical maximum amount of product (1.0 means a 100% yield; for example, 0.34 means a 34% yield). (1) The reactants are [OH-].[Na+:2].[Br:3][C:4]1[N:5]([C:14]2[C:23]3[C:18](=[CH:19][CH:20]=[CH:21][CH:22]=3)[C:17]([CH:24]3[CH2:26][CH2:25]3)=[CH:16][CH:15]=2)[C:6]([S:9][CH2:10][C:11]([OH:13])=[O:12])=[N:7][N:8]=1. The catalyst is C(O)C. The product is [Br:3][C:4]1[N:5]([C:14]2[C:23]3[C:18](=[CH:19][CH:20]=[CH:21][CH:22]=3)[C:17]([CH:24]3[CH2:26][CH2:25]3)=[CH:16][CH:15]=2)[C:6]([S:9][CH2:10][C:11]([O-:13])=[O:12])=[N:7][N:8]=1.[Na+:2]. The yield is 1.00. (2) The reactants are [Li]CCCC.CCCCCC.Br[C:13]1[CH:14]=[CH:15][C:16]2[N:17]([C:26]3[C:31]4[S:32][C:33]5[CH:38]=[CH:37][CH:36]=[CH:35][C:34]=5[C:30]=4[CH:29]=[CH:28][CH:27]=3)[C:18]3[C:23]([C:24]=2[CH:25]=1)=[CH:22][CH:21]=[CH:20][CH:19]=3.C[O:40][B:41](OC)[O:42]C.Cl. The catalyst is O1CCCC1. The product is [CH:29]1[C:30]2[C:34]3[CH:35]=[CH:36][CH:37]=[CH:38][C:33]=3[S:32][C:31]=2[C:26]([N:17]2[C:16]3[CH:15]=[CH:14][C:13]([B:41]([OH:42])[OH:40])=[CH:25][C:24]=3[C:23]3[C:18]2=[CH:19][CH:20]=[CH:21][CH:22]=3)=[CH:27][CH:28]=1. The yield is 0.590. (3) The reactants are ClC[O:3][C:4](=[O:12])[CH:5]([CH2:9][CH2:10][CH3:11])[CH2:6][CH2:7][CH3:8].CCN(CC)CC. The catalyst is CC(CC)=O. The product is [CH2:6]([CH:5]([CH2:9][CH2:10][CH3:11])[C:4]([OH:12])=[O:3])[CH2:7][CH3:8]. The yield is 0.570. (4) The reactants are [F:1][C:2]1[CH:3]=[C:4]([CH2:24][CH2:25][C:26]([O:28][CH2:29][CH3:30])=[O:27])[CH:5]=[CH:6][C:7]=1[O:8][CH2:9][C:10]1[CH:15]=[C:14]([O:16][C:17]2[CH:22]=[CH:21][CH:20]=[CH:19][CH:18]=2)[CH:13]=[C:12]([OH:23])[CH:11]=1.CI.[C:33](=O)([O-])[O-].[K+].[K+]. The catalyst is CC(C)=O.C(OCC)(=O)C. The product is [F:1][C:2]1[CH:3]=[C:4]([CH2:24][CH2:25][C:26]([O:28][CH2:29][CH3:30])=[O:27])[CH:5]=[CH:6][C:7]=1[O:8][CH2:9][C:10]1[CH:15]=[C:14]([O:16][C:17]2[CH:22]=[CH:21][CH:20]=[CH:19][CH:18]=2)[CH:13]=[C:12]([O:23][CH3:33])[CH:11]=1. The yield is 0.990. (5) The reactants are Br[C:2]1[C:3](=[O:16])[C:4]([CH3:15])([CH3:14])[O:5][C:6]=1[C:7]1[CH:12]=[CH:11][C:10]([Cl:13])=[CH:9][CH:8]=1.CC1(C)C(C)(C)OB([C:25]2[CH:42]=[CH:41][C:28]([O:29][CH2:30][C:31]3[CH:40]=[CH:39][C:38]4[C:33](=[CH:34][CH:35]=[CH:36][CH:37]=4)[N:32]=3)=[CH:27][CH:26]=2)O1.C([O-])([O-])=O.[Cs+].[Cs+]. The catalyst is C1(C)C=CC=CC=1.O.C1C=CC(P(C2C=CC=CC=2)[C-]2C=CC=C2)=CC=1.C1C=CC(P(C2C=CC=CC=2)[C-]2C=CC=C2)=CC=1.Cl[Pd]Cl.[Fe+2]. The product is [Cl:13][C:10]1[CH:11]=[CH:12][C:7]([C:6]2[O:5][C:4]([CH3:15])([CH3:14])[C:3](=[O:16])[C:2]=2[C:25]2[CH:26]=[CH:27][C:28]([O:29][CH2:30][C:31]3[CH:40]=[CH:39][C:38]4[C:33](=[CH:34][CH:35]=[CH:36][CH:37]=4)[N:32]=3)=[CH:41][CH:42]=2)=[CH:8][CH:9]=1. The yield is 0.350.